The task is: Predict the reaction yield, written as a fraction of the theoretical maximum amount of product (1.0 means a 100% yield; for example, 0.34 means a 34% yield).. This data is from Reaction yield outcomes from USPTO patents with 853,638 reactions. (1) The reactants are [Li+].CC([N-]C(C)C)C.CCCCCCC.C1COCC1.C(C1C=CC=CC=1)C.[CH3:29][O:30][C:31]1[CH:40]=[C:39]2[C:34]([C:35](=[O:41])[CH2:36][S:37][CH2:38]2)=[CH:33][CH:32]=1.CN(P(N(C)C)(N(C)C)=O)C.C([C:55]([O:57][CH3:58])=[O:56])#N.[NH4+].[Cl-]. The catalyst is C1COCC1. The yield is 0.780. The product is [CH3:58][O:57][C:55]([CH:36]1[C:35](=[O:41])[C:34]2[C:39](=[CH:40][C:31]([O:30][CH3:29])=[CH:32][CH:33]=2)[CH2:38][S:37]1)=[O:56]. (2) The reactants are [C:1]([O:5][C:6](=[O:19])[CH2:7][C@@H:8]([CH2:17][NH2:18])[CH2:9][C@H:10]([CH3:16])[CH2:11][CH2:12][CH2:13][CH2:14][CH3:15])([CH3:4])([CH3:3])[CH3:2].C(OC(=O)C[C@@H](CN=[N+]=[N-])C[C@@H](C)CCCCC)(C)(C)C. No catalyst specified. The product is [C:1]([O:5][C:6](=[O:19])[CH2:7][C@@H:8]([CH2:17][NH2:18])[CH2:9][C@@H:10]([CH3:16])[CH2:11][CH2:12][CH2:13][CH2:14][CH3:15])([CH3:2])([CH3:4])[CH3:3]. The yield is 0.720.